The task is: Predict the reaction yield, written as a fraction of the theoretical maximum amount of product (1.0 means a 100% yield; for example, 0.34 means a 34% yield).. This data is from Reaction yield outcomes from USPTO patents with 853,638 reactions. (1) The reactants are [N+:1]([C:4]1[CH:11]=[CH:10][C:7]([CH2:8]Br)=[CH:6][CH:5]=1)([O-:3])=[O:2].[NH:12]1[CH:16]=[CH:15][CH:14]=[N:13]1.C(=O)([O-])[O-].[K+].[K+]. The catalyst is C(#N)C.O. The product is [N+:1]([C:4]1[CH:11]=[CH:10][C:7]([CH2:8][N:12]2[CH:16]=[CH:15][CH:14]=[N:13]2)=[CH:6][CH:5]=1)([O-:3])=[O:2]. The yield is 0.760. (2) The reactants are C(N(CC)CC)C.[F:8][C:9]1[CH:17]=[C:16]2[C:12]([C:13]([CH:25]=[O:26])=[CH:14][N:15]2C(OC(C)(C)C)=O)=[CH:11][CH:10]=1.[CH3:27][O:28][C:29]1[CH:30]=[C:31]([CH:40]=[CH:41][CH:42]=1)[N:32]=[CH:33][C:34]1[CH:35]=[N:36][CH:37]=[CH:38][CH:39]=1. The catalyst is [Cl-].C([N+]1C(C)=C(CCO)SC=1)C1C=CC=CC=1.C(O)C. The product is [F:8][C:9]1[CH:17]=[C:16]2[C:12]([C:13]([C:25](=[O:26])[CH:33]([NH:32][C:31]3[CH:40]=[CH:41][CH:42]=[C:29]([O:28][CH3:27])[CH:30]=3)[C:34]3[CH:35]=[N:36][CH:37]=[CH:38][CH:39]=3)=[CH:14][NH:15]2)=[CH:11][CH:10]=1. The yield is 0.240. (3) The reactants are F[C:2]1[CH:9]=[CH:8][C:5]([C:6]#[N:7])=[C:4]([C:10]([F:13])([F:12])[F:11])[C:3]=1[C:14]#[C:15][Si](C)(C)C.[NH2:20][C@@H:21]([C:24]1[CH:25]=[N:26][CH:27]=[C:28]([CH:31]=1)[C:29]#[N:30])[CH2:22][CH3:23].C([O-])([O-])=O.[K+].[K+].C([O-])(O)=O.[Na+]. The catalyst is CN1C(=O)CCC1. The product is [C:29]([C:28]1[CH:31]=[C:24]([C@H:21]([N:20]2[C:2]3[C:3](=[C:4]([C:10]([F:13])([F:12])[F:11])[C:5]([C:6]#[N:7])=[CH:8][CH:9]=3)[CH:14]=[CH:15]2)[CH2:22][CH3:23])[CH:25]=[N:26][CH:27]=1)#[N:30]. The yield is 0.360. (4) The reactants are [Cl:1][C:2]1[C:7](=[O:8])[N:6]([C:9]2[CH:10]=[C:11]([CH:16]=[CH:17][C:18]=2[CH3:19])[C:12]([O:14][CH3:15])=[O:13])[C:5](S(C)(=O)=O)=[N:4][C:3]=1[O:24][CH2:25][C:26]1[CH:31]=[CH:30][C:29]([F:32])=[CH:28][C:27]=1[F:33].[CH2:34]([NH2:37])[CH:35]=[CH2:36].C(OCC)(=O)C. The catalyst is CN(C1C=CN=CC=1)C.O1CCOCC1. The product is [CH2:34]([NH:37][C:5]1[N:6]([C:9]2[CH:10]=[C:11]([CH:16]=[CH:17][C:18]=2[CH3:19])[C:12]([O:14][CH3:15])=[O:13])[C:7](=[O:8])[C:2]([Cl:1])=[C:3]([O:24][CH2:25][C:26]2[CH:31]=[CH:30][C:29]([F:32])=[CH:28][C:27]=2[F:33])[N:4]=1)[CH:35]=[CH2:36]. The yield is 0.410. (5) The reactants are [H-].[Na+].[CH2:3]([O:10][C:11]1[CH:16]=[CH:15][C:14]([OH:17])=[CH:13][CH:12]=1)[C:4]1[CH:9]=[CH:8][CH:7]=[CH:6][CH:5]=1.[C:18]([O:22][C:23]([N:25]1[CH2:29][CH2:28][CH2:27][C@@H:26]1[CH2:30]OS(C1C=CC(C)=CC=1)(=O)=O)=[O:24])([CH3:21])([CH3:20])[CH3:19]. The catalyst is CN(C=O)C. The product is [C:18]([O:22][C:23]([N:25]1[CH2:29][CH2:28][CH2:27][C@@H:26]1[CH2:30][O:17][C:14]1[CH:13]=[CH:12][C:11]([O:10][CH2:3][C:4]2[CH:5]=[CH:6][CH:7]=[CH:8][CH:9]=2)=[CH:16][CH:15]=1)=[O:24])([CH3:21])([CH3:19])[CH3:20]. The yield is 0.650. (6) The reactants are CO[C:3](=[O:25])[C:4]1[CH:9]=[CH:8][C:7]([O:10][CH2:11][C:12]2[C:13]([C:18]3[CH:23]=[CH:22][C:21]([Cl:24])=[CH:20][N:19]=3)=[N:14][O:15][C:16]=2[CH3:17])=[N:6][CH:5]=1.[NH:26]1[CH2:31][CH2:30][S:29][CH2:28][CH2:27]1. No catalyst specified. The product is [Cl:24][C:21]1[CH:22]=[CH:23][C:18]([C:13]2[C:12]([CH2:11][O:10][C:7]3[N:6]=[CH:5][C:4]([C:3]([N:26]4[CH2:31][CH2:30][S:29][CH2:28][CH2:27]4)=[O:25])=[CH:9][CH:8]=3)=[C:16]([CH3:17])[O:15][N:14]=2)=[N:19][CH:20]=1. The yield is 0.590. (7) The reactants are Cl.[CH2:2]([NH2:6])[CH2:3][C:4]#[CH:5].C(N(CC)CC)C.[N:14]1([C:20](Cl)=[O:21])[CH2:19][CH2:18][O:17][CH2:16][CH2:15]1. The catalyst is C(Cl)Cl. The product is [CH2:2]([NH:6][C:20]([N:14]1[CH2:19][CH2:18][O:17][CH2:16][CH2:15]1)=[O:21])[CH2:3][C:4]#[CH:5]. The yield is 0.480.